Dataset: Reaction yield outcomes from USPTO patents with 853,638 reactions. Task: Predict the reaction yield, written as a fraction of the theoretical maximum amount of product (1.0 means a 100% yield; for example, 0.34 means a 34% yield). (1) The reactants are [Br:1][C:2]1[N:6]=[C:5](Br)[N:4]([CH3:8])[N:3]=1.[NH:9]1[CH2:13][CH2:12][CH2:11][CH2:10]1. The catalyst is CN(C=O)C.CCOC(C)=O. The product is [Br:1][C:2]1[N:6]=[C:5]([N:9]2[CH2:13][CH2:12][CH2:11][CH2:10]2)[N:4]([CH3:8])[N:3]=1. The yield is 0.440. (2) The reactants are Cl[C:2](OC1C=CC([N+]([O-])=O)=CC=1)=[O:3].[O:14]=[S:15]1(=[O:25])[CH2:20][CH2:19][N:18]([CH2:21][CH2:22][CH2:23][OH:24])[CH2:17][CH2:16]1.CN1CCOCC1.[NH2:33][C:34]1[CH:35]=[C:36]([C:40]2[N:45]3[N:46]=[CH:47][C:48]([C:49]([C:51]4[S:52][CH:53]=[CH:54][CH:55]=4)=[O:50])=[C:44]3[N:43]=[CH:42][CH:41]=2)[CH:37]=[CH:38][CH:39]=1. The catalyst is C(Cl)Cl.CN(C)C1C=CN=CC=1.N1C=CC=CC=1. The product is [S:52]1[CH:53]=[CH:54][CH:55]=[C:51]1[C:49]([C:48]1[CH:47]=[N:46][N:45]2[C:40]([C:36]3[CH:35]=[C:34]([NH:33][C:2](=[O:3])[O:24][CH2:23][CH2:22][CH2:21][N:18]4[CH2:19][CH2:20][S:15](=[O:14])(=[O:25])[CH2:16][CH2:17]4)[CH:39]=[CH:38][CH:37]=3)=[CH:41][CH:42]=[N:43][C:44]=12)=[O:50]. The yield is 0.590. (3) The reactants are [CH3:1][O:2][C:3]([C:5]1[S:6][C:7]([C:30]2[CH:35]=[CH:34][CH:33]=[CH:32][CH:31]=2)=[CH:8][C:9]=1[N:10]([CH:20]1[CH2:29][CH2:28][C:23]2(OCC[O:24]2)[CH2:22][CH2:21]1)[C:11]([C@H:13]1[CH2:18][CH2:17][C@H:16]([CH3:19])[CH2:15][CH2:14]1)=[O:12])=[O:4].Cl. The catalyst is O1CCCC1.C(OCC)(=O)C. The product is [CH3:1][O:2][C:3]([C:5]1[S:6][C:7]([C:30]2[CH:31]=[CH:32][CH:33]=[CH:34][CH:35]=2)=[CH:8][C:9]=1[N:10]([C:11]([CH:13]1[CH2:14][CH2:15][CH:16]([CH3:19])[CH2:17][CH2:18]1)=[O:12])[CH:20]1[CH2:29][CH2:28][C:23](=[O:24])[CH2:22][CH2:21]1)=[O:4]. The yield is 0.860.